From a dataset of Full USPTO retrosynthesis dataset with 1.9M reactions from patents (1976-2016). Predict the reactants needed to synthesize the given product. (1) Given the product [NH2:16][C:10]1[O:11][CH2:12][C:13]([F:14])([F:15])[C@:8]([C:6]2[CH:7]=[C:2]([NH:1][C:26]([C:23]3[CH:24]=[CH:25][N:21]([CH:20]([F:29])[F:19])[N:22]=3)=[O:27])[CH:3]=[CH:4][C:5]=2[F:18])([CH3:17])[N:9]=1, predict the reactants needed to synthesize it. The reactants are: [NH2:1][C:2]1[CH:3]=[CH:4][C:5]([F:18])=[C:6]([C@:8]2([CH3:17])[C:13]([F:15])([F:14])[CH2:12][O:11][C:10]([NH2:16])=[N:9]2)[CH:7]=1.[F:19][CH:20]([F:29])[N:21]1[CH:25]=[CH:24][C:23]([C:26](O)=[O:27])=[N:22]1. (2) Given the product [Cl:34][C:35]1[CH:36]=[C:37]([CH:56]=[CH:57][C:58]=1[Cl:59])[O:38][C:39]1[CH:44]=[CH:43][C:42]([C:45]2[NH:46][C:47]3[C:48]([N:55]=2)=[N:49][C:50]([C:53]([NH2:54])=[O:15])=[CH:51][CH:52]=3)=[CH:41][CH:40]=1, predict the reactants needed to synthesize it. The reactants are: NC1C=CC(C#N)=NC=1N.ClC1C=C(C=CC=1Cl)[O:15]C1C=CC(C=O)=CC=1.CN(C)C(=O)C.[Cl:34][C:35]1[CH:36]=[C:37]([CH:56]=[CH:57][C:58]=1[Cl:59])[O:38][C:39]1[CH:44]=[CH:43][C:42]([C:45]2[NH:46][C:47]3[C:48]([N:55]=2)=[N:49][C:50]([C:53]#[N:54])=[CH:51][CH:52]=3)=[CH:41][CH:40]=1. (3) Given the product [OH:22][CH:5]1[CH2:6][CH:1]2[CH2:7][CH:4]1[CH2:3][N:2]2[C:8]([O:10][CH2:11][C:12]1[CH:13]=[CH:14][CH:15]=[CH:16][CH:17]=1)=[O:9], predict the reactants needed to synthesize it. The reactants are: [CH:1]12[CH2:7][CH:4]([CH:5]=[CH:6]1)[CH2:3][N:2]2[C:8]([O:10][CH2:11][C:12]1[CH:17]=[CH:16][CH:15]=[CH:14][CH:13]=1)=[O:9].CSC.B.[OH-:22].[Na+].OO. (4) Given the product [ClH:27].[CH2:1]([C@@H:6]1[CH2:11][CH2:10][CH2:9][N:8]([CH2:12][C@@H:13]2[CH2:18][CH2:17][CH2:16][CH2:15][C@H:14]2[NH2:19])[CH2:7]1)[CH2:2][CH2:3][CH2:4][CH3:5], predict the reactants needed to synthesize it. The reactants are: [CH2:1]([C@@H:6]1[CH2:11][CH2:10][CH2:9][N:8]([CH2:12][C@@H:13]2[CH2:18][CH2:17][CH2:16][CH2:15][C@H:14]2[NH:19]C(=O)OC(C)(C)C)[CH2:7]1)[CH2:2][CH2:3][CH2:4][CH3:5].[ClH:27]. (5) Given the product [Br:1][C:2]1[CH:3]=[C:4]([C:13]2[CH2:14][C:15]([C:25]3[CH:30]=[C:29]([Cl:31])[CH:28]=[C:27]([Cl:32])[CH:26]=3)([C:21]([F:23])([F:24])[F:22])[S:16][CH:17]=2)[CH:5]=[CH:6][C:7]=1[S:8][C:9]([CH3:10])([CH3:12])[CH3:11], predict the reactants needed to synthesize it. The reactants are: [Br:1][C:2]1[CH:3]=[C:4]([C:13]23OC(=O)[CH:17]2[S:16][C:15]([C:25]2[CH:30]=[C:29]([Cl:31])[CH:28]=[C:27]([Cl:32])[CH:26]=2)([C:21]([F:24])([F:23])[F:22])[CH2:14]3)[CH:5]=[CH:6][C:7]=1[S:8][C:9]([CH3:12])([CH3:11])[CH3:10]. (6) Given the product [C:1]([C:5]1[N:6]=[C:7]([N:16]2[CH2:20][CH2:19][C:18]([F:21])([F:22])[CH2:17]2)[C:8]2[N:13]=[N:12][N:11]([CH2:14][C:15]3[N:49]=[C:48]([CH3:50])[O:47][N:46]=3)[C:9]=2[N:10]=1)([CH3:2])([CH3:3])[CH3:4], predict the reactants needed to synthesize it. The reactants are: [C:1]([C:5]1[N:6]=[C:7]([N:16]2[CH2:20][CH2:19][C:18]([F:22])([F:21])[CH2:17]2)[C:8]2[N:13]=[N:12][N:11]([CH2:14][CH3:15])[C:9]=2[N:10]=1)([CH3:4])([CH3:3])[CH3:2].C(C1N=C(N2CCC(F)(F)C2)C2N=NNC=2N=1)(C)(C)C.ClCC1[N:49]=[C:48]([CH3:50])[O:47][N:46]=1. (7) Given the product [CH2:10]([O:17][C:18]1[CH:19]=[C:20]([CH:24]=[C:25]([O:27][CH2:28][C:29]2[CH:34]=[CH:33][CH:32]=[CH:31][CH:30]=2)[CH:26]=1)[C:21]([NH:1][C:2]1[CH:7]=[CH:6][C:5]([C:8]#[N:9])=[CH:4][N:3]=1)=[O:22])[C:11]1[CH:12]=[CH:13][CH:14]=[CH:15][CH:16]=1, predict the reactants needed to synthesize it. The reactants are: [NH2:1][C:2]1[CH:7]=[CH:6][C:5]([C:8]#[N:9])=[CH:4][N:3]=1.[CH2:10]([O:17][C:18]1[CH:19]=[C:20]([CH:24]=[C:25]([O:27][CH2:28][C:29]2[CH:34]=[CH:33][CH:32]=[CH:31][CH:30]=2)[CH:26]=1)[C:21](Cl)=[O:22])[C:11]1[CH:16]=[CH:15][CH:14]=[CH:13][CH:12]=1. (8) The reactants are: [C:1]([O:5][C:6]([N:8]1[CH2:11][CH:10]([C:12]([OH:14])=O)[CH2:9]1)=[O:7])([CH3:4])([CH3:3])[CH3:2].CN(C(ON1N=NC2C=CC=CC1=2)=[N+](C)C)C.F[P-](F)(F)(F)(F)F.CCN(C(C)C)C(C)C.[NH2:48][C:49]1[S:50][C:51]2[CH:57]=[C:56]([O:58][S:59]([C:62]3[CH:67]=[CH:66][C:65]([NH:68][CH2:69][CH2:70][N:71]([CH:75]([CH3:77])[CH3:76])[CH:72]([CH3:74])[CH3:73])=[CH:64][CH:63]=3)(=[O:61])=[O:60])[CH:55]=[CH:54][C:52]=2[N:53]=1. Given the product [C:1]([O:5][C:6]([N:8]1[CH2:9][CH:10]([C:12](=[O:14])[NH:48][C:49]2[S:50][C:51]3[CH:57]=[C:56]([O:58][S:59]([C:62]4[CH:67]=[CH:66][C:65]([NH:68][CH2:69][CH2:70][N:71]([CH:75]([CH3:77])[CH3:76])[CH:72]([CH3:73])[CH3:74])=[CH:64][CH:63]=4)(=[O:61])=[O:60])[CH:55]=[CH:54][C:52]=3[N:53]=2)[CH2:11]1)=[O:7])([CH3:2])([CH3:3])[CH3:4], predict the reactants needed to synthesize it. (9) Given the product [Cl:1][C:2]1[CH:3]=[CH:4][C:5]([C:8](=[O:21])[C:9]#[C:10][CH2:11][CH2:12][CH2:13][O:14][CH:15]2[CH2:20][CH2:19][CH2:18][CH2:17][O:16]2)=[CH:6][CH:7]=1, predict the reactants needed to synthesize it. The reactants are: [Cl:1][C:2]1[CH:7]=[CH:6][C:5]([CH:8]([OH:21])[C:9]#[C:10][CH2:11][CH2:12][CH2:13][O:14][CH:15]2[CH2:20][CH2:19][CH2:18][CH2:17][O:16]2)=[CH:4][CH:3]=1. (10) Given the product [NH2:1][C:2]1[C:10]([F:11])=[CH:9][CH:8]=[CH:7][C:3]=1[CH2:4][OH:5], predict the reactants needed to synthesize it. The reactants are: [NH2:1][C:2]1[C:10]([F:11])=[CH:9][CH:8]=[CH:7][C:3]=1[C:4](O)=[O:5].C1COCC1.[H-].[Al+3].[Li+].[H-].[H-].[H-].